Dataset: Full USPTO retrosynthesis dataset with 1.9M reactions from patents (1976-2016). Task: Predict the reactants needed to synthesize the given product. (1) Given the product [C:42]([CH2:41][CH2:40][C:10]1[C:11]([CH2:15][CH2:16][CH2:17][CH2:18][CH2:19][CH2:20][O:21][C:22]2[CH:27]=[C:26]([C:28]3[CH:29]=[N:30][CH:31]=[CH:32][CH:33]=3)[CH:25]=[C:24]([C:34]3[CH:35]=[N:36][CH:37]=[CH:38][CH:39]=3)[CH:23]=2)=[CH:12][CH:13]=[CH:14][C:9]=1[O:8][CH2:7][CH2:6][CH2:5][C:4]([OH:47])=[O:3])([OH:44])=[O:43], predict the reactants needed to synthesize it. The reactants are: C([O:3][C:4](=[O:47])[CH2:5][CH2:6][CH2:7][O:8][C:9]1[CH:14]=[CH:13][CH:12]=[C:11]([CH2:15][CH2:16][CH2:17][CH2:18][CH2:19][CH2:20][O:21][C:22]2[CH:27]=[C:26]([C:28]3[CH:29]=[N:30][CH:31]=[CH:32][CH:33]=3)[CH:25]=[C:24]([C:34]3[CH:35]=[N:36][CH:37]=[CH:38][CH:39]=3)[CH:23]=2)[C:10]=1[CH2:40][CH2:41][C:42]([O:44]CC)=[O:43])C.[OH-].[Na+]. (2) Given the product [Cl:22][C:19]1[CH:20]=[CH:21][C:14]2[S:13][C:12]([S:9]([C:6]3[CH:7]=[CH:8][C:3](=[O:2])[NH:4][N:5]=3)(=[O:11])=[O:10])=[C:16]([CH3:17])[C:15]=2[CH:18]=1, predict the reactants needed to synthesize it. The reactants are: C[O:2][C:3]1[N:4]=[N:5][C:6]([S:9]([C:12]2[S:13][C:14]3[CH:21]=[CH:20][C:19]([Cl:22])=[CH:18][C:15]=3[C:16]=2[CH3:17])(=[O:11])=[O:10])=[CH:7][CH:8]=1.Cl. (3) Given the product [F:13][C:14]([F:28])([F:29])[C:15]1[CH:16]=[C:17]([CH:18]=[C:19]([C:21]([F:22])([F:23])[F:24])[CH:20]=1)[CH2:5][C:4]1[CH:7]=[CH:8][C:9]([N+:10]([O-:12])=[O:11])=[C:2]([CH3:1])[CH:3]=1, predict the reactants needed to synthesize it. The reactants are: [CH3:1][C:2]1[CH:3]=[C:4]([CH:7]=[CH:8][C:9]=1[N+:10]([O-:12])=[O:11])[CH2:5]Cl.[F:13][C:14]([F:29])([F:28])[C:15]1[CH:16]=[C:17](B(O)O)[CH:18]=[C:19]([C:21]([F:24])([F:23])[F:22])[CH:20]=1.C(=O)([O-])[O-].[Na+].[Na+].